The task is: Predict the reaction yield, written as a fraction of the theoretical maximum amount of product (1.0 means a 100% yield; for example, 0.34 means a 34% yield).. This data is from Reaction yield outcomes from USPTO patents with 853,638 reactions. (1) The reactants are CC1(C)C(C)(C)OB([C:9]2[CH:10]=[C:11]([OH:15])[CH:12]=[CH:13][CH:14]=2)O1.Cl[C:18]1[C:23]([N+:24]([O-:26])=[O:25])=[CH:22][CH:21]=[CH:20][N:19]=1.C(=O)([O-])[O-].[K+].[K+]. The catalyst is O.[Cu]I. The product is [N+:24]([C:23]1[C:18]([C:9]2[CH:10]=[C:11]([OH:15])[CH:12]=[CH:13][CH:14]=2)=[N:19][CH:20]=[CH:21][CH:22]=1)([O-:26])=[O:25]. The yield is 0.489. (2) The reactants are C(OC([N:8]1[CH2:13][CH2:12][N:11]([C:14]2[CH:22]=[CH:21][C:17]([C:18]([OH:20])=O)=[CH:16][CH:15]=2)[CH2:10][CH2:9]1)=O)(C)(C)C.C(OC([NH:30][C:31]1[CH:36]=[CH:35][CH:34]=[CH:33][C:32]=1[NH2:37])=O)(C)(C)C. The catalyst is CN(C=O)C. The product is [NH2:30][C:31]1[CH:36]=[CH:35][CH:34]=[CH:33][C:32]=1[NH:37][C:18](=[O:20])[C:17]1[CH:16]=[CH:15][C:14]([N:11]2[CH2:10][CH2:9][NH:8][CH2:13][CH2:12]2)=[CH:22][CH:21]=1. The yield is 0.920. (3) The reactants are [F:1][C:2]1([CH3:10])[CH2:5][C:4]([CH3:9])(C(O)=O)[CH2:3]1.C1C=CC(P([N:25]=[N+]=[N-])(C2C=CC=CC=2)=O)=CC=1.[Cl:28][C:29]1[CH:30]=[C:31]([C:36]2[C:44]([C:45]([NH2:47])=[O:46])=[C:39]3[CH2:40][NH:41][CH2:42][CH2:43][N:38]3[N:37]=2)[CH:32]=[CH:33][C:34]=1[F:35].C1[CH2:52][O:51]CC1. The catalyst is C1(C)C=CC=CC=1.O. The product is [Cl:28][C:29]1[CH:30]=[C:31]([C:36]2[C:44]([C:45]([NH2:47])=[O:46])=[C:39]3[CH2:40][N:41]([C:52]([NH:25][C:4]4([CH3:9])[CH2:3][C:2]([F:1])([CH3:10])[CH2:5]4)=[O:51])[CH2:42][CH2:43][N:38]3[N:37]=2)[CH:32]=[CH:33][C:34]=1[F:35]. The yield is 0.170. (4) The reactants are Cl[C:2]1[N:3]=[N:4][C:5]([C:14]2[CH:19]=[CH:18][CH:17]=[CH:16][CH:15]=2)=[CH:6][C:7]=1[C:8]1[CH:13]=[CH:12][CH:11]=[CH:10][CH:9]=1.[N:20]1[CH:25]=[CH:24][CH:23]=[N:22][C:21]=1[N:26]1[CH2:31][CH2:30][NH:29][CH2:28][CH2:27]1. No catalyst specified. The product is [C:8]1([C:7]2[CH:6]=[C:5]([C:14]3[CH:19]=[CH:18][CH:17]=[CH:16][CH:15]=3)[N:4]=[N:3][C:2]=2[N:29]2[CH2:30][CH2:31][N:26]([C:21]3[N:20]=[CH:25][CH:24]=[CH:23][N:22]=3)[CH2:27][CH2:28]2)[CH:13]=[CH:12][CH:11]=[CH:10][CH:9]=1. The yield is 0.811. (5) The reactants are [NH:1]1[CH2:9][CH2:8][CH:4]([C:5]([OH:7])=[O:6])[CH2:3][CH2:2]1.[C:10](O[C:10]([O:12][C:13]([CH3:16])([CH3:15])[CH3:14])=[O:11])([O:12][C:13]([CH3:16])([CH3:15])[CH3:14])=[O:11].Cl. The catalyst is O1CCCC1.[OH-].[Na+]. The product is [C:13]([O:12][C:10]([N:1]1[CH2:9][CH2:8][CH:4]([C:5]([OH:7])=[O:6])[CH2:3][CH2:2]1)=[O:11])([CH3:16])([CH3:15])[CH3:14]. The yield is 0.940. (6) The reactants are [CH3:1][O:2][CH2:3][C:4]12[O:11][C:8]([CH2:12][O:13][CH3:14])([CH:9]=[CH:10]1)[CH2:7][C:6](OS(C(F)(F)F)(=O)=O)=[CH:5]2.CC1(C)C(C)(C)OB([C:31]2[CH:36]=[CH:35][C:34]([NH2:37])=[CH:33][CH:32]=2)O1. The catalyst is CCOC(C)=O.C(Cl)Cl. The product is [CH3:1][O:2][CH2:3][C:4]12[O:11][C:8]([CH2:12][O:13][CH3:14])([CH:9]=[CH:10]1)[CH2:7][C:6]([C:31]1[CH:36]=[CH:35][C:34]([NH2:37])=[CH:33][CH:32]=1)=[CH:5]2. The yield is 0.810.